Dataset: Forward reaction prediction with 1.9M reactions from USPTO patents (1976-2016). Task: Predict the product of the given reaction. (1) The product is: [F:39][C:36]1[CH:37]=[CH:38][C:33]([CH2:32][NH:31][C:30]([C:28]2[CH:29]=[C:24]([C:21]3[CH2:20][C@H:19]([C@H:16]4[CH2:15][O:14][C@H:13]([CH2:12][OH:11])[CH2:18][O:17]4)[O:23][N:22]=3)[N:25]=[C:26]([CH3:43])[N:27]=2)=[O:42])=[CH:34][C:35]=1[O:40][CH3:41]. Given the reactants CC1C=CC(S([O:11][CH2:12][C@@H:13]2[CH2:18][O:17][C@@H:16]([C@@H:19]3[O:23][N:22]=[C:21]([C:24]4[CH:29]=[C:28]([C:30](=[O:42])[NH:31][CH2:32][C:33]5[CH:38]=[CH:37][C:36]([F:39])=[C:35]([O:40][CH3:41])[CH:34]=5)[N:27]=[C:26]([CH3:43])[N:25]=4)[CH2:20]3)[CH2:15][O:14]2)(=O)=O)=CC=1.O.[OH-].[Na+], predict the reaction product. (2) Given the reactants [CH2:1]([O:3][C:4](=[O:21])[CH2:5][NH:6][CH:7]([C:14]1[CH:19]=[CH:18][C:17]([Cl:20])=[CH:16][CH:15]=1)[C:8]1[CH:13]=[CH:12][CH:11]=[CH:10][CH:9]=1)[CH3:2].C(N(C(C)C)C(C)C)C.Cl[C:32]([O:34][CH2:35][CH:36]=[CH2:37])=[O:33], predict the reaction product. The product is: [CH2:1]([O:3][C:4](=[O:21])[CH2:5][N:6]([C:32]([O:34][CH2:35][CH:36]=[CH2:37])=[O:33])[CH:7]([C:14]1[CH:15]=[CH:16][C:17]([Cl:20])=[CH:18][CH:19]=1)[C:8]1[CH:13]=[CH:12][CH:11]=[CH:10][CH:9]=1)[CH3:2].